This data is from Forward reaction prediction with 1.9M reactions from USPTO patents (1976-2016). The task is: Predict the product of the given reaction. (1) The product is: [C:19]([O:18][C:16]([N:14]1[CH2:15][CH:12]([CH2:11][N:6]2[CH:5]=[C:4]3[C:8]([CH:9]=[CH:10][C:2]([C:24]([O:27][CH3:29])=[O:26])=[C:3]3[CH3:23])=[N:7]2)[CH2:13]1)=[O:17])([CH3:22])([CH3:21])[CH3:20]. Given the reactants Br[C:2]1[CH:10]=[CH:9][C:8]2[C:4](=[CH:5][N:6]([CH2:11][CH:12]3[CH2:15][N:14]([C:16]([O:18][C:19]([CH3:22])([CH3:21])[CH3:20])=[O:17])[CH2:13]3)[N:7]=2)[C:3]=1[CH3:23].[C:24]([O-:27])(=[O:26])C.[K+].[CH3:29]O, predict the reaction product. (2) Given the reactants Br[CH:2]([O:10][C:11]1[CH:16]=[C:15]([Cl:17])[CH:14]=[C:13]([Cl:18])[CH:12]=1)[C:3]([O:5][C:6]([CH3:9])([CH3:8])[CH3:7])=[O:4].[CH3:19][S-:20].[Na+], predict the reaction product. The product is: [CH3:19][S:20][CH:2]([O:10][C:11]1[CH:16]=[C:15]([Cl:17])[CH:14]=[C:13]([Cl:18])[CH:12]=1)[C:3]([O:5][C:6]([CH3:9])([CH3:8])[CH3:7])=[O:4]. (3) Given the reactants [CH3:1][O:2][C:3]1[CH:8]=[N:7][C:6]([N:9]2[CH:13]=[N:12][C:11]([C:14](=[O:16])[CH3:15])=[N:10]2)=[C:5]2[NH:17][CH:18]=[CH:19][C:4]=12.[BH4-].[Na+], predict the reaction product. The product is: [CH3:1][O:2][C:3]1[CH:8]=[N:7][C:6]([N:9]2[CH:13]=[N:12][C:11]([CH:14]([OH:16])[CH3:15])=[N:10]2)=[C:5]2[NH:17][CH:18]=[CH:19][C:4]=12. (4) Given the reactants [CH3:1][N:2]1[C:7](=[O:8])[CH:6]([C:9]2[CH:16]=[CH:15][C:12]([C:13]#[N:14])=[CH:11][CH:10]=2)[N:5]2[CH:17]=[N:18][CH:19]=[C:4]2[CH2:3]1.O(CC)CC.[ClH:25], predict the reaction product. The product is: [ClH:25].[CH3:1][N:2]1[C:7](=[O:8])[CH:6]([C:9]2[CH:16]=[CH:15][C:12]([C:13]#[N:14])=[CH:11][CH:10]=2)[N:5]2[CH:17]=[N:18][CH:19]=[C:4]2[CH2:3]1.